From a dataset of Forward reaction prediction with 1.9M reactions from USPTO patents (1976-2016). Predict the product of the given reaction. (1) Given the reactants [Cl:1][C:2]1[N:7]=[CH:6][C:5]2[CH:8]=[N:9][NH:10][C:4]=2[CH:3]=1.[I:11]N1C(=O)CCC1=O, predict the reaction product. The product is: [Cl:1][C:2]1[N:7]=[CH:6][C:5]2[C:8]([I:11])=[N:9][NH:10][C:4]=2[CH:3]=1. (2) Given the reactants [H-].[Na+].CN(C)C=O.[CH2:8]([C:12]1[C:17]([CH2:18][C:19]2[CH:24]=[CH:23][C:22]([C:25]3[C:26]([C:31]#[N:32])=[CH:27][CH:28]=[CH:29][CH:30]=3)=[CH:21][CH:20]=2)=[C:16]([O:33][CH2:34][CH2:35][OH:36])[N:15]=[C:14]([CH3:37])[N:13]=1)[CH2:9][CH2:10][CH3:11].O.[CH3:39][CH2:40][CH2:41]CCC.C(OCC)(=O)C, predict the reaction product. The product is: [CH2:8]([C:12]1[C:17]([CH2:18][C:19]2[CH:24]=[CH:23][C:22]([C:25]3[C:26]([C:31]#[N:32])=[CH:27][CH:28]=[CH:29][CH:30]=3)=[CH:21][CH:20]=2)=[C:16]([O:33][CH2:34][CH2:35][O:36][CH2:39][CH2:40][CH3:41])[N:15]=[C:14]([CH3:37])[N:13]=1)[CH2:9][CH2:10][CH3:11]. (3) The product is: [NH2:23][C:18]1[CH:19]=[CH:20][CH:21]=[C:22]2[C:17]=1[CH:16]=[CH:15][N:14]2[C:8]([C:5]1[CH:6]=[CH:7][C:2]([Cl:1])=[CH:3][CH:4]=1)([CH2:9][CH3:10])[CH:11]([OH:12])[CH2:34][O:32][CH3:31]. Given the reactants [Cl:1][C:2]1[CH:7]=[CH:6][C:5]([C:8]([N:14]2[C:22]3[C:17](=[C:18]([NH:23]C(=O)OC(C)(C)C)[CH:19]=[CH:20][CH:21]=3)[CH:16]=[CH:15]2)([CH:11]2C[O:12]2)[CH2:9][CH3:10])=[CH:4][CH:3]=1.[CH3:31][O:32][Na].[CH3:34]O, predict the reaction product.